This data is from Reaction yield outcomes from USPTO patents with 853,638 reactions. The task is: Predict the reaction yield, written as a fraction of the theoretical maximum amount of product (1.0 means a 100% yield; for example, 0.34 means a 34% yield). (1) The reactants are [F:1][C:2]1[CH:3]=[C:4]([CH:8]2[CH2:12][CH2:11][CH2:10][N:9]2[C:13]2[CH:18]=[CH:17][N:16]3[N:19]=[CH:20][C:21]([C:22]([NH:24][NH:25][C:26](=O)[CH:27]([CH3:29])[CH3:28])=O)=[C:15]3[N:14]=2)[CH:5]=[N:6][CH:7]=1.P12(SP3(SP(SP(S3)(S1)=S)(=S)S2)=S)=[S:32].C([O-])([O-])=O.[Na+].[Na+]. The catalyst is COCCOCCOC. The product is [F:1][C:2]1[CH:3]=[C:4]([CH:8]2[CH2:12][CH2:11][CH2:10][N:9]2[C:13]2[CH:18]=[CH:17][N:16]3[N:19]=[CH:20][C:21]([C:22]4[S:32][C:26]([CH:27]([CH3:29])[CH3:28])=[N:25][N:24]=4)=[C:15]3[N:14]=2)[CH:5]=[N:6][CH:7]=1. The yield is 0.740. (2) The reactants are [O:1]1[CH2:6][CH2:5]O[CH2:3][CH2:2]1.Br[C:8]1[CH:9]=[C:10]([CH:13]=[CH:14][C:15]=1[N:16]1[CH2:21][CH2:20][O:19][CH2:18][CH2:17]1)[CH:11]=[O:12].C([Sn](CCCC)(CCCC)C1OC=CC=1)CCC.[F-].[K+]. The catalyst is Cl[Pd](Cl)([P](C1C=CC=CC=1)(C1C=CC=CC=1)C1C=CC=CC=1)[P](C1C=CC=CC=1)(C1C=CC=CC=1)C1C=CC=CC=1.C(OCC)(=O)C. The product is [O:1]1[CH:6]=[CH:5][CH:3]=[C:2]1[C:8]1[CH:9]=[C:10]([CH:13]=[CH:14][C:15]=1[N:16]1[CH2:21][CH2:20][O:19][CH2:18][CH2:17]1)[CH:11]=[O:12]. The yield is 0.840.